From a dataset of Catalyst prediction with 721,799 reactions and 888 catalyst types from USPTO. Predict which catalyst facilitates the given reaction. (1) Reactant: BrBr.C[O:4][C:5]1[CH:6]=[C:7]([CH:10]=[CH:11][C:12]=1[O:13]C)[CH:8]=[O:9].S([O-])([O-])(=O)=S.[Na+].[Na+].[C:22](=[O:25])(O)[O-].[Na+]. Product: [OH:13][C:12]1[C:5]([OH:4])=[CH:6][C:7]2[C:8](=[O:9])[CH2:10][C:11]3[CH:12]=[CH:5][CH:6]=[CH:7][C:22]=3[O:25][C:10]=2[CH:11]=1. The catalyst class is: 15. (2) Reactant: [CH3:1][S:2]([C:5]1[CH:10]=[CH:9][C:8]([C:11]2[N:16]=[C:15]([C:17]([F:20])([F:19])[F:18])[N:14]=[C:13]([OH:21])[C:12]=2[C:22]2[CH:27]=[CH:26][CH:25]=[CH:24][CH:23]=2)=[CH:7][CH:6]=1)(=[O:4])=[O:3].[C:28]1([S:38](Cl)(=[O:40])=[O:39])[C:37]2[C:32](=[CH:33][CH:34]=[CH:35][CH:36]=2)[CH:31]=[CH:30][CH:29]=1.N1C=CC=CC=1. Product: [C:28]1([S:38]([O:21][C:13]2[C:12]([C:22]3[CH:27]=[CH:26][CH:25]=[CH:24][CH:23]=3)=[C:11]([C:8]3[CH:7]=[CH:6][C:5]([S:2]([CH3:1])(=[O:4])=[O:3])=[CH:10][CH:9]=3)[N:16]=[C:15]([C:17]([F:20])([F:19])[F:18])[N:14]=2)(=[O:40])=[O:39])[C:37]2[C:32](=[CH:33][CH:34]=[CH:35][CH:36]=2)[CH:31]=[CH:30][CH:29]=1. The catalyst class is: 4. (3) Reactant: Cl[C:2]1[C:7]([N+:8]([O-])=O)=[CH:6][CH:5]=[CH:4][N:3]=1.[ClH:11].[NH2:12][CH2:13][CH:14]1[CH2:16][CH2:15]1.C(=O)([O-])[O-].[K+].[K+].C(O[CH2:27][CH3:28])(=O)C. Product: [Cl:11][CH2:27][C:28]1[N:12]([CH2:13][CH:14]2[CH2:16][CH2:15]2)[C:2]2=[N:3][CH:4]=[CH:5][CH:6]=[C:7]2[N:8]=1. The catalyst class is: 35. (4) Reactant: Cl[C:2](Cl)=[CH:3][CH:4]=[O:5].[CH2:7]1[CH:9]([C:10]([NH2:12])=[NH:11])[CH2:8]1.Cl.[F:14][C:15]([F:24])([F:23])[C:16]1[CH:17]=[C:18](O)[CH:19]=[CH:20][CH:21]=1.C(=O)([O-])[O-].[K+].[K+].COC(OC)C. Product: [CH:9]1([C:10]2[N:12]=[C:4]([O:5][C:20]3[CH:19]=[CH:18][CH:17]=[C:16]([C:15]([F:24])([F:23])[F:14])[CH:21]=3)[CH:3]=[CH:2][N:11]=2)[CH2:8][CH2:7]1. The catalyst class is: 216. (5) Reactant: [O:1]=[C:2]1[CH2:6][C:5]2([CH2:11][CH2:10][CH:9]([C:12]([O:14][CH2:15][CH3:16])=[O:13])[CH2:8][CH2:7]2)[CH2:4][NH:3]1.I[C:18]1[CH:23]=[CH:22][CH:21]=[CH:20][CH:19]=1.N[C@@H]1CCCC[C@H]1N.C(=O)([O-])[O-].[Cs+].[Cs+]. Product: [O:1]=[C:2]1[CH2:6][C:5]2([CH2:11][CH2:10][CH:9]([C:12]([O:14][CH2:15][CH3:16])=[O:13])[CH2:8][CH2:7]2)[CH2:4][N:3]1[C:18]1[CH:23]=[CH:22][CH:21]=[CH:20][CH:19]=1. The catalyst class is: 509. (6) Reactant: [Br:1][C:2]1[CH:13]=[N:12][C:5]2[NH:6][C:7](=[O:11])[CH2:8][NH:9][CH2:10][C:4]=2[CH:3]=1.[C:14]([O:18][C:19](=[O:22])[CH2:20]Br)([CH3:17])([CH3:16])[CH3:15].C(N(CC)CC)C. Product: [C:14]([O:18][C:19](=[O:22])[CH2:20][N:9]1[CH2:10][C:4]2[CH:3]=[C:2]([Br:1])[CH:13]=[N:12][C:5]=2[NH:6][C:7](=[O:11])[CH2:8]1)([CH3:17])([CH3:16])[CH3:15]. The catalyst class is: 18. (7) Reactant: [Br:1][C:2]1[C:10]2[C:5](=[N:6][CH:7]=[N:8][C:9]=2[Cl:11])[NH:4][N:3]=1.[O:12]1[C:16]2([CH2:21][CH2:20][CH:19](O)[CH2:18][CH2:17]2)[O:15][CH2:14][CH2:13]1.C1(P(C2C=CC=CC=2)C2C=CC=CC=2)C=CC=CC=1.CCOC(/N=N/C(OCC)=O)=O. The catalyst class is: 1. Product: [Br:1][C:2]1[C:10]2[C:5](=[N:6][CH:7]=[N:8][C:9]=2[Cl:11])[N:4]([CH:19]2[CH2:20][CH2:21][C:16]3([O:15][CH2:14][CH2:13][O:12]3)[CH2:17][CH2:18]2)[N:3]=1. (8) Reactant: [C:1]1([P:7]([C:14]2[CH:19]=[CH:18][CH:17]=[CH:16][CH:15]=2)[C:8]2[CH:13]=[CH:12][CH:11]=[CH:10][CH:9]=2)[CH:6]=[CH:5][CH:4]=[CH:3][CH:2]=1.Br[CH2:21][C:22]([O:24][CH2:25][CH3:26])=[O:23]. Product: [CH2:25]([O:24][C:22]([CH:21]=[P:7]([C:1]1[CH:2]=[CH:3][CH:4]=[CH:5][CH:6]=1)([C:8]1[CH:13]=[CH:12][CH:11]=[CH:10][CH:9]=1)[C:14]1[CH:15]=[CH:16][CH:17]=[CH:18][CH:19]=1)=[O:23])[CH3:26]. The catalyst class is: 48. (9) Reactant: Cl[CH2:2][CH2:3][O:4][C:5]1[CH:10]=[CH:9][CH:8]=[CH:7][C:6]=1[N+:11]([O-:13])=[O:12].[F:14][C:15]1[CH:16]=[CH:17][C:18]([N+:22]([O-:24])=[O:23])=[C:19]([OH:21])[CH:20]=1.C(=O)([O-])[O-].[K+].[K+].O. Product: [F:14][C:15]1[CH:16]=[CH:17][C:18]([N+:22]([O-:24])=[O:23])=[C:19]([O:21][CH2:2][CH2:3][O:4][C:5]2[CH:10]=[CH:9][CH:8]=[CH:7][C:6]=2[N+:11]([O-:13])=[O:12])[CH:20]=1. The catalyst class is: 3. (10) Reactant: [F:1][C:2]([F:21])([F:20])[CH2:3][CH2:4][CH:5]([C:13]1[CH:18]=[CH:17][C:16]([CH3:19])=[CH:15][CH:14]=1)[C:6]([O:8][C:9]([CH3:12])([CH3:11])[CH3:10])=[O:7].[Br:22]N1C(=O)CCC1=O. Product: [Br:22][CH2:19][C:16]1[CH:17]=[CH:18][C:13]([CH:5]([CH2:4][CH2:3][C:2]([F:20])([F:21])[F:1])[C:6]([O:8][C:9]([CH3:12])([CH3:11])[CH3:10])=[O:7])=[CH:14][CH:15]=1. The catalyst class is: 53.